This data is from Reaction yield outcomes from USPTO patents with 853,638 reactions. The task is: Predict the reaction yield, written as a fraction of the theoretical maximum amount of product (1.0 means a 100% yield; for example, 0.34 means a 34% yield). (1) The reactants are [F:1][C:2]1[CH:10]=[CH:9][C:5]2[CH2:6][CH2:7][O:8][C:4]=2[C:3]=1[C:11]1[C:12](=[O:32])[NH:13][C:14](=[O:31])[C:15]=1[C:16]1[C:24]2[C:19](=[CH:20][CH:21]=[CH:22][CH:23]=2)[N:18]([CH:25]2[CH2:30][CH2:29][NH:28][CH2:27][CH2:26]2)[CH:17]=1.C(N(CC)CC)C.[N:40]1[CH:45]=[CH:44][N:43]=[CH:42][C:41]=1[C:46](O)=[O:47].Cl.CN(C)CCCN=C=NCC.ON1C2C=CC=CC=2N=N1. The catalyst is CN(C)C=O.C(OCC)(=O)C. The product is [F:1][C:2]1[CH:10]=[CH:9][C:5]2[CH2:6][CH2:7][O:8][C:4]=2[C:3]=1[C:11]1[C:12](=[O:32])[NH:13][C:14](=[O:31])[C:15]=1[C:16]1[C:24]2[C:19](=[CH:20][CH:21]=[CH:22][CH:23]=2)[N:18]([CH:25]2[CH2:26][CH2:27][N:28]([C:46]([C:41]3[CH:42]=[N:43][CH:44]=[CH:45][N:40]=3)=[O:47])[CH2:29][CH2:30]2)[CH:17]=1. The yield is 0.490. (2) The reactants are [Cl:1][C:2]1[CH:10]=[C:9]([C:11]([O:13][CH3:14])=[O:12])[CH:8]=[C:7]([Cl:15])[C:3]=1[C:4]([OH:6])=O.ON1C2N=CC=CC=2N=N1.CN(C1C=CC=CN=1)C.C[NH3+].F[P-](F)(F)(F)(F)F.N1(OC(N(C)C)=[N+](C)C)C2N=CC=CC=2N=N1.F[P-](F)(F)(F)(F)F.[NH:68]1[C:76]2[CH:75]=[CH:74][N:73]=[C:72]([NH:77][C:78]([CH:80]3[CH2:82][CH2:81]3)=[O:79])[C:71]=2[CH:70]=[CH:69]1.CCN(C(C)C)C(C)C. No catalyst specified. The product is [Cl:15][C:7]1[CH:8]=[C:9]([CH:10]=[C:2]([Cl:1])[C:3]=1[C:4]([N:68]1[C:76]2[CH:75]=[CH:74][N:73]=[C:72]([NH:77][C:78]([CH:80]3[CH2:81][CH2:82]3)=[O:79])[C:71]=2[CH:70]=[CH:69]1)=[O:6])[C:11]([O:13][CH3:14])=[O:12]. The yield is 0.470. (3) The yield is 0.700. The product is [OH:2][C:3]1[CH:4]=[C:5]2[C:10](=[CH:11][CH:12]=1)[C:9]([C:13]([C:15]1[CH:20]=[CH:19][C:18]([O:21][CH2:22][CH2:23][N:24]3[CH2:25][CH2:26][CH2:27][CH2:28][CH2:29]3)=[CH:17][CH:16]=1)=[O:14])=[C:8]([C:30]1[C:35]([F:36])=[CH:34][C:33]([F:37])=[CH:32][C:31]=1[F:38])[CH:7]=[CH:6]2. The reactants are C[O:2][C:3]1[CH:4]=[C:5]2[C:10](=[CH:11][CH:12]=1)[C:9]([C:13]([C:15]1[CH:20]=[CH:19][C:18]([O:21][CH2:22][CH2:23][N:24]3[CH2:29][CH2:28][CH2:27][CH2:26][CH2:25]3)=[CH:17][CH:16]=1)=[O:14])=[C:8]([C:30]1[C:35]([F:36])=[CH:34][C:33]([F:37])=[CH:32][C:31]=1[F:38])[CH:7]=[CH:6]2.Cl.B(Br)(Br)Br.C(=O)(O)[O-].[Na+]. The catalyst is ClCCl.CO. (4) The reactants are [S:1]1[C:5]2[CH:6]=[CH:7][C:8]([NH:10][C:11]3[C:20]4[C:15](=[CH:16][CH:17]=[C:18]([S:21]([CH:24]5[CH2:29][CH2:28][N:27](C(OC(C)(C)C)=O)[CH2:26][CH2:25]5)(=[O:23])=[O:22])[CH:19]=4)[N:14]=[CH:13][CH:12]=3)=[CH:9][C:4]=2[N:3]=[CH:2]1.Cl.C(=O)(O)[O-].[Na+]. The catalyst is C(Cl)Cl. The product is [S:1]1[C:5]2[CH:6]=[CH:7][C:8]([NH:10][C:11]3[C:20]4[C:15](=[CH:16][CH:17]=[C:18]([S:21]([CH:24]5[CH2:29][CH2:28][NH:27][CH2:26][CH2:25]5)(=[O:22])=[O:23])[CH:19]=4)[N:14]=[CH:13][CH:12]=3)=[CH:9][C:4]=2[N:3]=[CH:2]1. The yield is 0.230.